Dataset: Reaction yield outcomes from USPTO patents with 853,638 reactions. Task: Predict the reaction yield, written as a fraction of the theoretical maximum amount of product (1.0 means a 100% yield; for example, 0.34 means a 34% yield). (1) The reactants are [Cl-].O[NH3+:3].[C:4](=[O:7])([O-])[OH:5].[Na+].CS(C)=O.[CH2:13]([CH:15]([O:20][C@H:21]1[CH2:26][CH2:25][C@H:24]([N:27]2[C:32](=[O:33])[C:31]([CH2:34][C:35]3[CH:40]=[CH:39][C:38]([C:41]4[C:42]([C:47]#[N:48])=[CH:43][CH:44]=[CH:45][CH:46]=4)=[CH:37][C:36]=3[F:49])=[C:30]([CH2:50][CH2:51][CH3:52])[N:29]3[N:53]=[CH:54][N:55]=[C:28]23)[CH2:23][CH2:22]1)[C:16]([OH:19])([CH3:18])[CH3:17])[CH3:14]. The catalyst is O.C(OCC)(=O)C. The product is [CH2:13]([CH:15]([O:20][C@H:21]1[CH2:26][CH2:25][C@H:24]([N:27]2[C:32](=[O:33])[C:31]([CH2:34][C:35]3[CH:40]=[CH:39][C:38]([C:41]4[CH:46]=[CH:45][CH:44]=[CH:43][C:42]=4[C:47]4[NH:3][C:4](=[O:7])[O:5][N:48]=4)=[CH:37][C:36]=3[F:49])=[C:30]([CH2:50][CH2:51][CH3:52])[N:29]3[N:53]=[CH:54][N:55]=[C:28]23)[CH2:23][CH2:22]1)[C:16]([OH:19])([CH3:17])[CH3:18])[CH3:14]. The yield is 0.730. (2) The reactants are [NH2:1][C:2]1[NH:6][N:5]=[CH:4][CH:3]=1.[Cl:7][C:8]1[CH:15]=[CH:14][CH:13]=[CH:12][C:9]=1[CH:10]=O.[CH3:16][C:17]1(C)OC(=O)CC(=O)[O:18]1. The catalyst is CCO. The product is [Cl:7][C:8]1[CH:15]=[CH:14][CH:13]=[CH:12][C:9]=1[CH:10]1[CH2:16][C:17](=[O:18])[NH:1][C:2]2=[N:6][NH:5][CH:4]=[C:3]12. The yield is 0.780. (3) The reactants are [CH:1]([C:3]1(O)[CH2:7][CH2:6][CH2:5][CH2:4]1)=[CH2:2].C[O:10][C:11]([CH3:13])=[CH2:12].P(=O)(O)(O)O.C(N(CC)CC)C. The catalyst is CC(OC)(C)C. The product is [C:3]1(=[CH:1][CH2:2][CH2:12][C:11](=[O:10])[CH3:13])[CH2:7][CH2:6][CH2:5][CH2:4]1. The yield is 0.720. (4) The reactants are [Li]CCCC.Br[C:7]1[CH:18]=[CH:17][C:10]([CH2:11][N:12]2[CH2:16][CH2:15][CH2:14][CH2:13]2)=[C:9]([F:19])[CH:8]=1.[O:20]=[C:21]1[CH2:24][CH:23]([C:25]([OH:27])=O)[CH2:22]1.[CH2:28]([NH2:32])[CH:29]([CH3:31])[CH3:30].C(P1(=O)OP(CCC)(=O)OP(CCC)(=O)O1)CC. The catalyst is C1COCC1. The product is [CH2:28]([NH:32][C:25]([CH:23]1[CH2:22][C:21]([C:7]2[CH:18]=[CH:17][C:10]([CH2:11][N:12]3[CH2:16][CH2:15][CH2:14][CH2:13]3)=[C:9]([F:19])[CH:8]=2)([OH:20])[CH2:24]1)=[O:27])[CH:29]([CH3:31])[CH3:30]. The yield is 0.610. (5) The reactants are [CH2:1]1[C:3]2([CH2:8][O:7][CH:6]([CH2:9][O:10][C:11]3[CH:16]=[CH:15][N+:14]([O-])=[C:13]([CH3:18])[C:12]=3[CH3:19])[O:5][CH2:4]2)[CH2:2]1.C(OC(=O)C)(=[O:22])C.[OH-].[Na+]. No catalyst specified. The product is [CH2:1]1[C:3]2([CH2:8][O:7][CH:6]([CH2:9][O:10][C:11]3[CH:16]=[CH:15][N:14]=[C:13]([CH2:18][OH:22])[C:12]=3[CH3:19])[O:5][CH2:4]2)[CH2:2]1. The yield is 0.289. (6) The reactants are [F:1][C:2]1[CH:11]=[C:10]([CH2:12][CH2:13][CH3:14])[C:9](OS(C(F)(F)F)(=O)=O)=[C:8]2[C:3]=1[CH:4]=[CH:5][CH:6]=N2.N1CCC[CH2:25][CH2:24]1.C[C:30]([OH:34])([C:32]#[CH:33])C.[Cl-].[NH4+:36]. The catalyst is C1C=CC([P]([Pd]([P](C2C=CC=CC=2)(C2C=CC=CC=2)C2C=CC=CC=2)([P](C2C=CC=CC=2)(C2C=CC=CC=2)C2C=CC=CC=2)[P](C2C=CC=CC=2)(C2C=CC=CC=2)C2C=CC=CC=2)(C2C=CC=CC=2)C2C=CC=CC=2)=CC=1. The product is [CH3:6][C:5]1[C:24]([CH3:25])=[N:36][C:8]2[C:3]([CH:4]=1)=[C:2]([F:1])[CH:11]=[C:10]([CH2:12][CH2:13][CH3:14])[C:9]=2[C:33]#[C:32][CH2:30][OH:34]. The yield is 0.484. (7) The reactants are Br[C:2]1[C:3]([F:23])=[C:4]([N:8]2[CH:13]=[C:12]([O:14][CH3:15])[C:11](=[O:16])[C:10]([C:17]([N:19]([O:21][CH3:22])[CH3:20])=[O:18])=[N:9]2)[CH:5]=[CH:6][CH:7]=1.[CH3:24][N:25]1[CH:29]=[C:28](B2OC(C)(C)C(C)(C)O2)[CH:27]=[N:26]1.C([O-])([O-])=O.[Na+].[Na+]. The catalyst is COCCOC.O.C1C=CC([P]([Pd]([P](C2C=CC=CC=2)(C2C=CC=CC=2)C2C=CC=CC=2)([P](C2C=CC=CC=2)(C2C=CC=CC=2)C2C=CC=CC=2)[P](C2C=CC=CC=2)(C2C=CC=CC=2)C2C=CC=CC=2)(C2C=CC=CC=2)C2C=CC=CC=2)=CC=1. The product is [F:23][C:3]1[C:2]([C:28]2[CH:27]=[N:26][N:25]([CH3:24])[CH:29]=2)=[CH:7][CH:6]=[CH:5][C:4]=1[N:8]1[CH:13]=[C:12]([O:14][CH3:15])[C:11](=[O:16])[C:10]([C:17]([N:19]([O:21][CH3:22])[CH3:20])=[O:18])=[N:9]1. The yield is 0.690.